This data is from Catalyst prediction with 721,799 reactions and 888 catalyst types from USPTO. The task is: Predict which catalyst facilitates the given reaction. Reactant: C(OC(=O)[NH:7][CH:8]([CH2:32][C:33]1[CH:38]=[C:37]([F:39])[CH:36]=[C:35]([F:40])[CH:34]=1)[CH:9]([OH:31])[CH2:10][NH:11][C:12]1([C:21]2[CH:26]=[CH:25][CH:24]=[C:23]([C:27]([CH3:30])([CH3:29])[CH3:28])[CH:22]=2)[CH2:20][C:16]2[CH:17]=[N:18][O:19][C:15]=2[CH2:14][CH2:13]1)(C)(C)C. The catalyst class is: 2. Product: [NH2:7][CH:8]([CH2:32][C:33]1[CH:38]=[C:37]([F:39])[CH:36]=[C:35]([F:40])[CH:34]=1)[CH:9]([OH:31])[CH2:10][NH:11][C:12]1([C:21]2[CH:26]=[CH:25][CH:24]=[C:23]([C:27]([CH3:29])([CH3:28])[CH3:30])[CH:22]=2)[CH2:20][C:16]2[CH:17]=[N:18][O:19][C:15]=2[CH2:14][CH2:13]1.